Dataset: NCI-60 drug combinations with 297,098 pairs across 59 cell lines. Task: Regression. Given two drug SMILES strings and cell line genomic features, predict the synergy score measuring deviation from expected non-interaction effect. (1) Drug 1: COC1=CC(=CC(=C1O)OC)C2C3C(COC3=O)C(C4=CC5=C(C=C24)OCO5)OC6C(C(C7C(O6)COC(O7)C8=CC=CS8)O)O. Drug 2: C1CNP(=O)(OC1)N(CCCl)CCCl. Cell line: HCC-2998. Synergy scores: CSS=35.5, Synergy_ZIP=1.75, Synergy_Bliss=9.77, Synergy_Loewe=-55.6, Synergy_HSA=10.0. (2) Drug 1: CC=C1C(=O)NC(C(=O)OC2CC(=O)NC(C(=O)NC(CSSCCC=C2)C(=O)N1)C(C)C)C(C)C. Drug 2: C1=NNC2=C1C(=O)NC=N2. Cell line: OVCAR-8. Synergy scores: CSS=32.3, Synergy_ZIP=-0.00710, Synergy_Bliss=2.10, Synergy_Loewe=-31.6, Synergy_HSA=0.529.